This data is from Forward reaction prediction with 1.9M reactions from USPTO patents (1976-2016). The task is: Predict the product of the given reaction. (1) Given the reactants [CH3:1][O:2][CH2:3][C:4]([NH:6][C:7]1[CH:16]=[CH:15][CH:14]=[CH:13][C:8]=1[C:9]([O:11][CH3:12])=[O:10])=[O:5].C(OC(=O)CCC)(=O)CCC.[N+:28]([O-])([OH:30])=[O:29].[OH-].[Na+], predict the reaction product. The product is: [CH3:1][O:2][CH2:3][C:4]([NH:6][C:7]1[C:16]([N+:28]([O-:30])=[O:29])=[CH:15][CH:14]=[CH:13][C:8]=1[C:9]([O:11][CH3:12])=[O:10])=[O:5]. (2) Given the reactants [OH:1][C:2]1[CH:7]=[CH:6][C:5](B(O)O)=[CH:4][CH:3]=1.Br[C:12]1[CH:13]=[CH:14][C:15]([S:18]([CH3:21])(=[O:20])=[O:19])=[N:16][CH:17]=1.C([O-])([O-])=O.[Na+].[Na+], predict the reaction product. The product is: [CH3:21][S:18]([C:15]1[N:16]=[CH:17][C:12]([C:5]2[CH:6]=[CH:7][C:2]([OH:1])=[CH:3][CH:4]=2)=[CH:13][CH:14]=1)(=[O:20])=[O:19]. (3) Given the reactants Br[C:2]1[CH:7]=[CH:6][CH:5]=[CH:4][C:3]=1[C:8]([F:11])([F:10])[F:9].[Li]CCCC.[CH2:17]([N:24]1[CH2:29][CH2:28][C:27](=[O:30])[CH2:26][CH2:25]1)[C:18]1[CH:23]=[CH:22][CH:21]=[CH:20][CH:19]=1, predict the reaction product. The product is: [CH2:17]([N:24]1[CH2:29][CH2:28][C:27]([C:2]2[CH:7]=[CH:6][CH:5]=[CH:4][C:3]=2[C:8]([F:11])([F:10])[F:9])([OH:30])[CH2:26][CH2:25]1)[C:18]1[CH:19]=[CH:20][CH:21]=[CH:22][CH:23]=1. (4) Given the reactants [NH2:1][C@H:2]1[C@@H:6]([CH3:7])[O:5][C@@H:4]([N:8]2[CH:16]=[N:15][C:14]3[C:9]2=[N:10][C:11]([O:18][CH:19]2[CH2:23][CH2:22][CH2:21][CH2:20]2)=[N:12][C:13]=3[NH2:17])[C@@H:3]1[OH:24].[CH:25]1([CH:31]=O)[CH2:30][CH2:29][CH2:28][CH2:27][CH2:26]1.C(O)(=O)C.C(O[BH-](OC(=O)C)OC(=O)C)(=O)C.[Na+], predict the reaction product. The product is: [CH:25]1([CH2:31][NH:1][C@H:2]2[C@@H:6]([CH3:7])[O:5][C@@H:4]([N:8]3[CH:16]=[N:15][C:14]4[C:9]3=[N:10][C:11]([O:18][CH:19]3[CH2:23][CH2:22][CH2:21][CH2:20]3)=[N:12][C:13]=4[NH2:17])[C@@H:3]2[OH:24])[CH2:30][CH2:29][CH2:28][CH2:27][CH2:26]1. (5) Given the reactants Br[C:2]1[CH:3]=[N:4][CH:5]=[C:6]([Br:8])[CH:7]=1.[C:9]([NH:16][CH:17]1[CH2:22][CH2:21][NH:20][CH2:19][CH2:18]1)([O:11][C:12]([CH3:15])([CH3:14])[CH3:13])=[O:10].C1(P(C2C=CC=CC=2)C2C=CC3C(=CC=CC=3)C=2C2C3C(=CC=CC=3)C=CC=2P(C2C=CC=CC=2)C2C=CC=CC=2)C=CC=CC=1.CC(C)([O-])C.[Na+], predict the reaction product. The product is: [Br:8][C:6]1[CH:7]=[C:2]([N:20]2[CH2:19][CH2:18][CH:17]([NH:16][C:9](=[O:10])[O:11][C:12]([CH3:14])([CH3:13])[CH3:15])[CH2:22][CH2:21]2)[CH:3]=[N:4][CH:5]=1. (6) The product is: [F:1][C:2]1[CH:7]=[CH:6][CH:5]=[CH:4][C:3]=1[CH2:8][O:9][C:10]1[CH:11]=[CH:12][C:13]([C@@H:16]2[N:20]([C:21]([O:23][C:24]([CH3:27])([CH3:26])[CH3:25])=[O:22])[C@:19]([CH2:32][O:33][CH3:34])([C:28]([O:30][CH3:31])=[O:29])[CH2:18][CH2:17]2)=[CH:14][CH:15]=1. Given the reactants [F:1][C:2]1[CH:7]=[CH:6][CH:5]=[CH:4][C:3]=1[CH2:8][O:9][C:10]1[CH:15]=[CH:14][C:13]([C@@H:16]2[N:20]([C:21]([O:23][C:24]([CH3:27])([CH3:26])[CH3:25])=[O:22])[C@:19]([CH2:32][OH:33])([C:28]([O:30][CH3:31])=[O:29])[CH2:18][CH2:17]2)=[CH:12][CH:11]=1.[CH3:34]I.[H-].[Na+], predict the reaction product.